From a dataset of Forward reaction prediction with 1.9M reactions from USPTO patents (1976-2016). Predict the product of the given reaction. (1) Given the reactants Cl[CH2:2][C:3]1[O:4][C:5]([C:8]2([CH3:13])[O:12][CH2:11][CH2:10][O:9]2)=[CH:6][N:7]=1.[N+:14]([C:17]1[NH:21][N:20]=[CH:19][CH:18]=1)([O-:16])=[O:15].[Br-].C([O-])([O-])=O.[K+].[K+], predict the reaction product. The product is: [CH3:13][C:8]1([C:5]2[O:4][C:3]([CH2:2][N:20]3[CH:19]=[CH:18][C:17]([N+:14]([O-:16])=[O:15])=[N:21]3)=[N:7][CH:6]=2)[O:12][CH2:11][CH2:10][O:9]1. (2) Given the reactants Cl.[CH2:2]([C:5]1([NH:15][CH2:16][C:17]2[CH:22]=[CH:21][C:20]([O:23][CH3:24])=[CH:19][CH:18]=2)[CH2:14][CH2:13][C:8]2(OCC[O:9]2)[CH2:7][CH2:6]1)[CH:3]=[CH2:4].C(=O)([O-])O.[Na+].ClCCl, predict the reaction product. The product is: [CH2:2]([C:5]1([NH:15][CH2:16][C:17]2[CH:18]=[CH:19][C:20]([O:23][CH3:24])=[CH:21][CH:22]=2)[CH2:14][CH2:13][C:8](=[O:9])[CH2:7][CH2:6]1)[CH:3]=[CH2:4]. (3) Given the reactants [CH2:1]([N:4](C)[C:5](=O)OC(C)(C)C)[CH:2]=[CH2:3].CCCCCCCCC.P([O-])([O-])([O-])=O.[K+].[K+].[K+].[C:30]12([CH2:40][NH:41][C:42]([C:44]3[C:45]4[CH:46]=[CH:47][C:48](Cl)=[N:49][C:50]=4[CH:51]=[CH:52][C:53]=3[Cl:54])=[O:43])[CH2:39][CH:34]3[CH2:35][CH:36]([CH2:38][CH:32]([CH2:33]3)[CH2:31]1)[CH2:37]2, predict the reaction product. The product is: [ClH:54].[C:30]12([CH2:40][NH:41][C:42]([C:44]3[C:45]4[CH:46]=[CH:47][C:48]([CH2:3][CH2:2][CH2:1][NH:4][CH3:5])=[N:49][C:50]=4[CH:51]=[CH:52][C:53]=3[Cl:54])=[O:43])[CH2:37][CH:36]3[CH2:38][CH:32]([CH2:33][CH:34]([CH2:35]3)[CH2:39]1)[CH2:31]2.[ClH:54].[ClH:54].[C:30]12([CH2:40][NH:41][C:42]([C:44]3[C:45]4[CH:46]=[CH:47][C:48]([CH2:3][CH2:2][CH2:1][NH:4][CH3:5])=[N:49][C:50]=4[CH:51]=[CH:52][C:53]=3[Cl:54])=[O:43])[CH2:37][CH:36]3[CH2:38][CH:32]([CH2:33][CH:34]([CH2:35]3)[CH2:39]1)[CH2:31]2. (4) Given the reactants Br[C:2]1[CH:7]=[CH:6][C:5]([C:8]([N:10]2[CH2:15][CH2:14][N:13]([C:16]3[C:21]([CH3:22])=[CH:20][C:19]([CH2:23][CH3:24])=[CH:18][N:17]=3)[CH2:12][CH2:11]2)=[O:9])=[C:4]([S:25]([CH3:28])(=[O:27])=[O:26])[CH:3]=1.[NH:29]1[CH2:33][CH2:32][CH2:31][C:30]1=[O:34], predict the reaction product. The product is: [CH2:23]([C:19]1[CH:20]=[C:21]([CH3:22])[C:16]([N:13]2[CH2:14][CH2:15][N:10]([C:8]([C:5]3[CH:6]=[CH:7][C:2]([N:29]4[CH2:33][CH2:32][CH2:31][C:30]4=[O:34])=[CH:3][C:4]=3[S:25]([CH3:28])(=[O:27])=[O:26])=[O:9])[CH2:11][CH2:12]2)=[N:17][CH:18]=1)[CH3:24]. (5) Given the reactants Cl.[C:2]1([C:8]2[CH2:9][CH2:10][NH:11][CH2:12][CH:13]=2)[CH:7]=[CH:6][CH:5]=[CH:4][CH:3]=1.Br[CH2:15][CH2:16][CH2:17][C:18]#[N:19].C(N(C(C)C)CC)(C)C, predict the reaction product. The product is: [C:2]1([C:8]2[CH2:13][CH2:12][N:11]([CH2:15][CH2:16][CH2:17][C:18]#[N:19])[CH2:10][CH:9]=2)[CH:7]=[CH:6][CH:5]=[CH:4][CH:3]=1. (6) Given the reactants [OH:1][CH2:2][C:3]1([CH2:6][O:7][C:8]2[CH:13]=[CH:12][C:11]([CH:14]([C:20]#[C:21][CH3:22])[CH2:15][C:16]([O:18][CH3:19])=[O:17])=[CH:10][CH:9]=2)[CH2:5][CH2:4]1.[C:23]1(O)[CH:28]=[CH:27][CH:26]=[CH:25][CH:24]=1.C1(P(C2C=CC=CC=2)C2C=CC=CC=2)C=CC=CC=1.N(C(OC(C)C)=O)=NC(OC(C)C)=O, predict the reaction product. The product is: [O:1]([CH2:2][C:3]1([CH2:6][O:7][C:8]2[CH:9]=[CH:10][C:11]([CH:14]([C:20]#[C:21][CH3:22])[CH2:15][C:16]([O:18][CH3:19])=[O:17])=[CH:12][CH:13]=2)[CH2:5][CH2:4]1)[C:23]1[CH:28]=[CH:27][CH:26]=[CH:25][CH:24]=1.